Dataset: Full USPTO retrosynthesis dataset with 1.9M reactions from patents (1976-2016). Task: Predict the reactants needed to synthesize the given product. (1) Given the product [N:36]1([C:34]([O:18][C:16]([CH3:19])([CH2:15][CH2:14][CH2:13][O:12][C:11]([C:8]2[CH:9]=[CH:10][C:5]([O:4][CH3:3])=[CH:6][CH:7]=2)([C:26]2[CH:27]=[CH:28][C:29]([O:32][CH3:33])=[CH:30][CH:31]=2)[C:20]2[CH:21]=[CH:22][CH:23]=[CH:24][CH:25]=2)[CH3:17])=[O:35])[CH:40]=[CH:39][N:38]=[CH:37]1, predict the reactants needed to synthesize it. The reactants are: [H-].[Na+].[CH3:3][O:4][C:5]1[CH:10]=[CH:9][C:8]([C:11]([C:26]2[CH:31]=[CH:30][C:29]([O:32][CH3:33])=[CH:28][CH:27]=2)([C:20]2[CH:25]=[CH:24][CH:23]=[CH:22][CH:21]=2)[O:12][CH2:13][CH2:14][CH2:15][C:16]([CH3:19])([OH:18])[CH3:17])=[CH:7][CH:6]=1.[C:34](N1C=CN=C1)([N:36]1[CH:40]=[CH:39][N:38]=[CH:37]1)=[O:35].[N-]1C=CN=C1. (2) Given the product [Br:1][C:2]1[CH:9]=[CH:8][C:5]([C:6]2[O:7][CH:22]=[N:21][CH:20]=2)=[C:4]([CH3:10])[CH:3]=1, predict the reactants needed to synthesize it. The reactants are: [Br:1][C:2]1[CH:9]=[CH:8][C:5]([CH:6]=[O:7])=[C:4]([CH3:10])[CH:3]=1.C1(C)C=CC(S([CH2:20][N+:21]#[C-:22])(=O)=O)=CC=1.C(=O)([O-])[O-].[K+].[K+]. (3) Given the product [O:11]([C:18]1[CH:23]=[CH:22][C:21]([C:2]2[C:3]3[N:10]([CH2:28][CH:29]4[CH2:34][CH2:33][CH2:32][N:31]([C:35](=[O:37])[CH:42]=[CH2:43])[CH2:30]4)[CH:9]=[CH:8][C:4]=3[N:5]=[CH:6][N:7]=2)=[CH:20][CH:19]=1)[C:12]1[CH:17]=[CH:16][CH:15]=[CH:14][CH:13]=1, predict the reactants needed to synthesize it. The reactants are: Cl[C:2]1[C:3]2[NH:10][CH:9]=[CH:8][C:4]=2[N:5]=[CH:6][N:7]=1.[O:11]([C:18]1[CH:23]=[CH:22][C:21](B(O)O)=[CH:20][CH:19]=1)[C:12]1[CH:17]=[CH:16][CH:15]=[CH:14][CH:13]=1.O[CH2:28][CH:29]1[CH2:34][CH2:33][CH2:32][N:31]([C:35]([O:37]C(C)(C)C)=O)[CH2:30]1.[C:42](Cl)(=O)[CH:43]=C. (4) Given the product [Cl:1][C:2]1[CH:9]=[C:8]([O:10][CH2:15][C:14]2[CH:17]=[CH:18][C:19]([Cl:20])=[C:12]([Cl:11])[CH:13]=2)[CH:7]=[CH:6][C:3]=1[CH:4]=[O:5], predict the reactants needed to synthesize it. The reactants are: [Cl:1][C:2]1[CH:9]=[C:8]([OH:10])[CH:7]=[CH:6][C:3]=1[CH:4]=[O:5].[Cl:11][C:12]1[CH:13]=[C:14]([CH:17]=[CH:18][C:19]=1[Cl:20])[CH2:15]O.C1(P(C2C=CC=CC=2)C2C=CC=CC=2)C=CC=CC=1.C1(C)C=CC=CC=1.N(C(OCC)=O)=NC(OCC)=O. (5) Given the product [CH3:1][C:2]1[CH:16]=[CH:15][C:5]([O:6][CH2:7][CH2:8][N:9]2[CH2:14][CH2:13][O:12][CH2:11][CH2:10]2)=[CH:4][C:3]=1[NH2:17], predict the reactants needed to synthesize it. The reactants are: [CH3:1][C:2]1[CH:16]=[CH:15][C:5]([O:6][CH2:7][CH2:8][N:9]2[CH2:14][CH2:13][O:12][CH2:11][CH2:10]2)=[CH:4][C:3]=1[N+:17]([O-])=O.CC1C=CC(OCCC)=CC=1N. (6) Given the product [Br:19][C:5]1[C:6]([NH:8][C:9]2[CH:18]=[CH:17][CH:16]=[CH:15][C:10]=2[C:11]([NH:13][CH3:14])=[O:12])=[N:7][C:2]([NH:37][C:23]2[C:22]([O:21][CH3:20])=[CH:36][C:26]3[CH2:27][CH2:28][N:29]([CH2:32][CH2:33][O:34][CH3:35])[CH2:30][CH2:31][C:25]=3[CH:24]=2)=[N:3][CH:4]=1, predict the reactants needed to synthesize it. The reactants are: Cl[C:2]1[N:7]=[C:6]([NH:8][C:9]2[CH:18]=[CH:17][CH:16]=[CH:15][C:10]=2[C:11]([NH:13][CH3:14])=[O:12])[C:5]([Br:19])=[CH:4][N:3]=1.[CH3:20][O:21][C:22]1[C:23]([NH2:37])=[CH:24][C:25]2[CH2:31][CH2:30][N:29]([CH2:32][CH2:33][O:34][CH3:35])[CH2:28][CH2:27][C:26]=2[CH:36]=1.Cl.